Task: Predict the reactants needed to synthesize the given product.. Dataset: Full USPTO retrosynthesis dataset with 1.9M reactions from patents (1976-2016) (1) The reactants are: [NH:1]1[C:9]2[C:4](=[CH:5][CH:6]=[CH:7][CH:8]=2)[C:3]([CH:10]=[CH:11][C:12]([NH:14][C:15]2[CH:16]=[C:17]([CH:21]=[CH:22][CH:23]=2)[C:18]([OH:20])=O)=[O:13])=[CH:2]1.CN(C(ON1N=N[C:34]2[CH:35]=[CH:36][CH:37]=[N:38][C:33]1=2)=[N+](C)C)C.F[P-](F)(F)(F)(F)F.[CH3:48][CH2:49][N:50](C(C)C)C(C)C. Given the product [NH:1]1[C:9]2[C:4](=[CH:5][CH:6]=[CH:7][CH:8]=2)[C:3]([CH:10]=[CH:11][C:12]([NH:14][C:15]2[CH:16]=[C:17]([CH:21]=[CH:22][CH:23]=2)[C:18]([NH:50][CH2:49][CH2:48][N:38]2[CH2:33][CH2:34][CH2:35][CH2:36][CH2:37]2)=[O:20])=[O:13])=[CH:2]1, predict the reactants needed to synthesize it. (2) Given the product [CH3:1][C:2]1[N:3]([C:8]2[S:9][CH:10]=[C:11]([C:13]3[CH:18]=[CH:17][C:16]([C:19]([F:22])([F:21])[F:20])=[C:15]([O:25][CH3:24])[CH:14]=3)[N:12]=2)[C:4]([CH3:7])=[CH:5][CH:6]=1, predict the reactants needed to synthesize it. The reactants are: [CH3:1][C:2]1[N:3]([C:8]2[S:9][CH:10]=[C:11]([C:13]3[CH:18]=[CH:17][C:16]([C:19]([F:22])([F:21])[F:20])=[C:15](F)[CH:14]=3)[N:12]=2)[C:4]([CH3:7])=[CH:5][CH:6]=1.[CH3:24][O-:25].[Na+].